This data is from Forward reaction prediction with 1.9M reactions from USPTO patents (1976-2016). The task is: Predict the product of the given reaction. (1) Given the reactants [CH2:1]([O:3][C:4]1[N:8]([CH2:9][C:10]2[CH:15]=[CH:14][C:13]([C:16]3[CH:21]=[CH:20][CH:19]=[CH:18][C:17]=3[C:22](=[N:24][OH:25])[NH2:23])=[CH:12][CH:11]=2)[C:7]2[C:26]([C:30]([O:32][CH2:33][C:34]3[O:35][C:36](=[O:40])[O:37][C:38]=3[CH3:39])=[O:31])=[CH:27][CH:28]=[CH:29][C:6]=2[N:5]=1)[CH3:2].C1N=CN([C:46](N2C=NC=C2)=[O:47])C=1.O1CCCC1.S(=O)(O)[O-].[Na+], predict the reaction product. The product is: [CH2:1]([O:3][C:4]1[N:8]([CH2:9][C:10]2[CH:11]=[CH:12][C:13]([C:16]3[CH:21]=[CH:20][CH:19]=[CH:18][C:17]=3[C:22]3[NH:23][C:46](=[O:47])[O:25][N:24]=3)=[CH:14][CH:15]=2)[C:7]2[C:26]([C:30]([O:32][CH2:33][C:34]3[O:35][C:36](=[O:40])[O:37][C:38]=3[CH3:39])=[O:31])=[CH:27][CH:28]=[CH:29][C:6]=2[N:5]=1)[CH3:2]. (2) Given the reactants CO[C:3](=[O:15])[C@H:4]([CH2:13][OH:14])[NH:5][C:6]([O:8][C:9]([CH3:12])([CH3:11])[CH3:10])=[O:7].[CH2:16]([Mg]Br)[CH3:17].[Cl-].[NH4+].[CH2:22](OCC)[CH3:23], predict the reaction product. The product is: [CH2:22]([C:3]([OH:15])([CH2:16][CH3:17])[CH:4]([NH:5][C:6](=[O:7])[O:8][C:9]([CH3:10])([CH3:11])[CH3:12])[CH2:13][OH:14])[CH3:23]. (3) Given the reactants [Cl:1][C:2]1[CH:3]=[C:4]([CH:8]=[CH:9][C:10]=1[C:11](=[O:26])[NH:12][C:13]1[CH:18]=[CH:17][C:16]([Cl:19])=[C:15]([C:20]2[CH:25]=[CH:24][CH:23]=[CH:22][N:21]=2)[CH:14]=1)[C:5]([OH:7])=O.[NH2:27][CH2:28][C@@H:29]([OH:31])[CH3:30], predict the reaction product. The product is: [Cl:1][C:2]1[CH:3]=[C:4]([C:5]([NH:27][CH2:28][C@@H:29]([OH:31])[CH3:30])=[O:7])[CH:8]=[CH:9][C:10]=1[C:11]([NH:12][C:13]1[CH:18]=[CH:17][C:16]([Cl:19])=[C:15]([C:20]2[CH:25]=[CH:24][CH:23]=[CH:22][N:21]=2)[CH:14]=1)=[O:26]. (4) The product is: [C:1]([NH:4][CH2:5][C:6]1[CH:7]=[CH:8][C:9]([C:12]2[N:21]=[C:20]([C:22]([N:31]3[CH2:30][CH2:29][C:28]4[C:33](=[CH:34][CH:35]=[C:36]([O:37][CH3:38])[C:27]=4[OH:26])[CH2:32]3)=[O:24])[C:19]3[C:14](=[CH:15][CH:16]=[CH:17][CH:18]=3)[N:13]=2)=[CH:10][CH:11]=1)(=[O:3])[CH3:2]. Given the reactants [C:1]([NH:4][CH2:5][C:6]1[CH:11]=[CH:10][C:9]([C:12]2[N:21]=[C:20]([C:22]([OH:24])=O)[C:19]3[C:14](=[CH:15][CH:16]=[CH:17][CH:18]=3)[N:13]=2)=[CH:8][CH:7]=1)(=[O:3])[CH3:2].Cl.[OH:26][C:27]1[C:36]([O:37][CH3:38])=[CH:35][CH:34]=[C:33]2[C:28]=1[CH2:29][CH2:30][NH:31][CH2:32]2, predict the reaction product. (5) The product is: [NH:1]1[C:9]2[C:4](=[CH:5][CH:6]=[C:7](/[CH:10]=[CH:16]/[C:14]([O:13][CH3:12])=[O:15])[CH:8]=2)[CH:3]=[CH:2]1. Given the reactants [NH:1]1[C:9]2[C:4](=[CH:5][CH:6]=[C:7]([CH:10]=O)[CH:8]=2)[CH:3]=[CH:2]1.[CH3:12][O:13][C:14]([CH:16]=P(C1C=CC=CC=1)(C1C=CC=CC=1)C1C=CC=CC=1)=[O:15], predict the reaction product. (6) Given the reactants C(O[C:4]1[C:5](=[O:12])[C:6](=[O:11])[C:7]=1[O:8][CH2:9][CH3:10])C.C(N(CC)CC)C.[NH2:20][CH2:21][CH2:22][CH:23]1[CH2:28][N:27]([C:29](=[O:46])/[CH:30]=[CH:31]/[C:32]2[CH:37]=[CH:36][C:35]([Cl:38])=[CH:34][C:33]=2[CH2:39][N:40]2[N:44]=[N:43][C:42]([CH3:45])=[N:41]2)[CH2:26][CH2:25][O:24]1, predict the reaction product. The product is: [Cl:38][C:35]1[CH:36]=[CH:37][C:32](/[CH:31]=[CH:30]/[C:29]([N:27]2[CH2:26][CH2:25][O:24][CH:23]([CH2:22][CH2:21][NH:20][C:4]3[C:5](=[O:12])[C:6](=[O:11])[C:7]=3[O:8][CH2:9][CH3:10])[CH2:28]2)=[O:46])=[C:33]([CH2:39][N:40]2[N:44]=[N:43][C:42]([CH3:45])=[N:41]2)[CH:34]=1. (7) Given the reactants [CH2:1]([O:8][C:9]1[C:10]([F:18])=[C:11]([C:14]([F:17])=[CH:15][CH:16]=1)[CH:12]=O)[C:2]1[CH:7]=[CH:6][CH:5]=[CH:4][CH:3]=1.[N:19]1[CH:24]=[CH:23][CH:22]=[C:21]([C:25]2[CH:26]=[C:27]3[CH:33]=[CH:32][NH:31][C:28]3=[N:29][CH:30]=2)[CH:20]=1.N1C2C(=CC=CC=2)C=N1, predict the reaction product. The product is: [CH2:1]([O:8][C:9]1[C:10]([F:18])=[C:11]([C:14]([F:17])=[CH:15][CH:16]=1)[CH2:12][C:33]1[C:27]2[C:28](=[N:29][CH:30]=[C:25]([C:21]3[CH:20]=[N:19][CH:24]=[CH:23][CH:22]=3)[CH:26]=2)[NH:31][CH:32]=1)[C:2]1[CH:7]=[CH:6][CH:5]=[CH:4][CH:3]=1. (8) Given the reactants Cl[CH2:2][CH2:3][CH2:4][N:5]1[C:13]2[C:8](=[CH:9][C:10]([N:14]3[CH:19]=[CH:18][C:17]([C:20]4[CH:25]=[CH:24][C:23]([C:26]([F:29])([F:28])[F:27])=[CH:22][CH:21]=4)=[CH:16][C:15]3=[O:30])=[CH:11][CH:12]=2)[CH:7]=[N:6]1.[C:31]1(=[O:41])[NH:35][C:34](=[O:36])[C:33]2=[CH:37][CH:38]=[CH:39][CH:40]=[C:32]12.[K], predict the reaction product. The product is: [O:30]=[C:15]1[CH:16]=[C:17]([C:20]2[CH:25]=[CH:24][C:23]([C:26]([F:27])([F:29])[F:28])=[CH:22][CH:21]=2)[CH:18]=[CH:19][N:14]1[C:10]1[CH:9]=[C:8]2[C:13](=[CH:12][CH:11]=1)[N:5]([CH2:4][CH2:3][CH2:2][N:35]1[C:31](=[O:41])[C:32]3[C:33](=[CH:37][CH:38]=[CH:39][CH:40]=3)[C:34]1=[O:36])[N:6]=[CH:7]2. (9) Given the reactants [Br:1][C:2]1[CH:7]=[CH:6][C:5]([N+:8]([O-])=O)=[CH:4][C:3]=1[O:11][CH2:12][CH2:13][O:14][CH3:15].O.NN, predict the reaction product. The product is: [Br:1][C:2]1[CH:7]=[CH:6][C:5]([NH2:8])=[CH:4][C:3]=1[O:11][CH2:12][CH2:13][O:14][CH3:15].